This data is from Full USPTO retrosynthesis dataset with 1.9M reactions from patents (1976-2016). The task is: Predict the reactants needed to synthesize the given product. (1) Given the product [Br:15][C:12]1[CH:11]=[N:10][C:9]2=[N:16][N:6]([CH2:5][C:2]([NH:1][C:24](=[S:25])[C:23]3[CH:22]=[CH:21][C:20]([C:19]([F:18])([F:29])[F:30])=[CH:28][CH:27]=3)([C:3]#[N:4])[CH3:17])[N:7]=[C:8]2[C:13]=1[CH3:14], predict the reactants needed to synthesize it. The reactants are: [NH2:1][C:2]([CH3:17])([CH2:5][N:6]1[N:16]=[C:9]2[N:10]=[CH:11][C:12]([Br:15])=[C:13]([CH3:14])[C:8]2=[N:7]1)[C:3]#[N:4].[F:18][C:19]([F:30])([F:29])[C:20]1[CH:28]=[CH:27][C:23]([C:24](Cl)=[S:25])=[CH:22][CH:21]=1. (2) Given the product [ClH:23].[CH3:1][S:2]([C:5]1[CH:6]=[C:7]([CH:11]([NH2:24])[CH2:12][CH3:13])[CH:8]=[CH:9][CH:10]=1)(=[O:4])=[O:3], predict the reactants needed to synthesize it. The reactants are: [CH3:1][S:2]([C:5]1[CH:6]=[C:7]([C:11](=O)[CH2:12][CH3:13])[CH:8]=[CH:9][CH:10]=1)(=[O:4])=[O:3].C(O)C.C([O-])(=O)C.[Na+].[ClH:23].[NH2:24]O. (3) Given the product [CH2:30]([O:32][C:33]([C:35]1([C:38]2[CH:43]=[CH:42][C:41]([C:2]3[CH:7]=[CH:6][C:5]([C:8]4[O:12][N:11]=[C:10]([CH3:13])[C:9]=4[NH:14][CH:15]([C:24]4[CH:25]=[CH:26][CH:27]=[CH:28][CH:29]=4)[CH2:16][CH2:17][C:18]4[CH:19]=[CH:20][CH:21]=[CH:22][CH:23]=4)=[CH:4][CH:3]=3)=[CH:40][CH:39]=2)[CH2:36][CH2:37]1)=[O:34])[CH3:31], predict the reactants needed to synthesize it. The reactants are: Br[C:2]1[CH:7]=[CH:6][C:5]([C:8]2[O:12][N:11]=[C:10]([CH3:13])[C:9]=2[NH:14][CH:15]([C:24]2[CH:29]=[CH:28][CH:27]=[CH:26][CH:25]=2)[CH2:16][CH2:17][C:18]2[CH:23]=[CH:22][CH:21]=[CH:20][CH:19]=2)=[CH:4][CH:3]=1.[CH2:30]([O:32][C:33]([C:35]1([C:38]2[CH:43]=[CH:42][C:41](B3OC(C)(C)C(C)(C)O3)=[CH:40][CH:39]=2)[CH2:37][CH2:36]1)=[O:34])[CH3:31]. (4) The reactants are: C(P(C(C)(C)C)C(C)(C)C)(C)(C)C.C(NC(C)C)(C)C.BrCO[C:24]1[CH:29]=[CH:28]C=C[C:25]=1[Cl:30].[CH3:31][C:32]([OH:36])([C:34]#[CH:35])[CH3:33].O1[CH2:42][CH2:41][O:40][CH2:39]C1. Given the product [Cl:30][C:25]1[CH:42]=[C:41]([O:40][CH3:39])[CH:28]=[CH:29][C:24]=1[C:35]#[C:34][C:32]([CH3:33])([OH:36])[CH3:31], predict the reactants needed to synthesize it. (5) The reactants are: [C:1]([O:4][C@@H:5]1[C@@H:11]([O:12][C:13](=[O:15])[CH3:14])[C@H:10]([O:16][C:17](=[O:19])[CH3:18])[C@@H:9]([CH2:20][O:21][C:22](=[O:24])[CH3:23])[O:8][CH:6]1[OH:7])(=[O:3])[CH3:2].C1CCN2C(=NCCC2)CC1.C([O:43][C:44]([CH2:46][CH2:47][CH2:48][CH2:49]COS(C1C=CC(C)=CC=1)(=O)=O)=[O:45])C1C=CC=CC=1.COC(C)(C)C. Given the product [C:1]([O:4][C@@H:5]1[C@@H:11]([O:12][C:13](=[O:15])[CH3:14])[C@H:10]([O:16][C:17](=[O:19])[CH3:18])[C@@H:9]([CH2:20][O:21][C:22](=[O:24])[CH3:23])[O:8][CH:6]1[O:7][CH2:49][CH2:48][CH2:47][CH2:46][C:44]([OH:45])=[O:43])(=[O:3])[CH3:2], predict the reactants needed to synthesize it. (6) Given the product [Cl:39][C:36]1[CH:35]=[CH:34][C:33]([CH2:32][CH2:31][O:30][C:16]2[CH:15]=[C:14]([S:13][C:10]3[CH:11]=[CH:12][C:7]([O:6][CH2:5][C:4]([OH:41])=[O:3])=[C:8]([CH3:40])[CH:9]=3)[CH:19]=[C:18]([C:20]#[C:21][C:22]3[CH:23]=[CH:24][C:25]([CH2:28][OH:29])=[CH:26][CH:27]=3)[CH:17]=2)=[CH:38][CH:37]=1, predict the reactants needed to synthesize it. The reactants are: C([O:3][C:4](=[O:41])[CH2:5][O:6][C:7]1[CH:12]=[CH:11][C:10]([S:13][C:14]2[CH:19]=[C:18]([C:20]#[C:21][C:22]3[CH:27]=[CH:26][C:25]([CH2:28][OH:29])=[CH:24][CH:23]=3)[CH:17]=[C:16]([O:30][CH2:31][CH2:32][C:33]3[CH:38]=[CH:37][C:36]([Cl:39])=[CH:35][CH:34]=3)[CH:15]=2)=[CH:9][C:8]=1[CH3:40])C.[OH-].[Na+].Cl. (7) Given the product [OH:4][C:5]1[CH:6]=[C:7]([CH3:30])[C:8]([C:12]2[C:17]([CH2:18][O:19][C:20]3[CH:25]=[CH:24][CH:23]=[CH:22][CH:21]=3)=[CH:16][CH:15]=[C:14]([C:26]([O:28][CH3:29])=[O:27])[CH:13]=2)=[C:9]([CH3:11])[CH:10]=1, predict the reactants needed to synthesize it. The reactants are: COC[O:4][C:5]1[CH:10]=[C:9]([CH3:11])[C:8]([C:12]2[C:17]([CH2:18][O:19][C:20]3[CH:25]=[CH:24][CH:23]=[CH:22][CH:21]=3)=[CH:16][CH:15]=[C:14]([C:26]([O:28][CH3:29])=[O:27])[CH:13]=2)=[C:7]([CH3:30])[CH:6]=1.CO.Cl.CO. (8) Given the product [Cl:1][C:2]1[CH:3]=[CH:4][C:5]([C:26]#[N:27])=[C:6]([C:8]2[C:13]([O:14][CH2:15][C:16]([F:17])([F:18])[F:19])=[CH:12][N:11]([CH:20]([CH3:24])[C:21]([NH:28][C:29]3[CH:41]=[CH:40][C:32]([C:33]([O:35][C:36]([CH3:37])([CH3:38])[CH3:39])=[O:34])=[CH:31][CH:30]=3)=[O:23])[C:10](=[O:25])[CH:9]=2)[CH:7]=1, predict the reactants needed to synthesize it. The reactants are: [Cl:1][C:2]1[CH:3]=[CH:4][C:5]([C:26]#[N:27])=[C:6]([C:8]2[C:13]([O:14][CH2:15][C:16]([F:19])([F:18])[F:17])=[CH:12][N:11]([CH:20]([CH3:24])[C:21]([OH:23])=O)[C:10](=[O:25])[CH:9]=2)[CH:7]=1.[NH2:28][C:29]1[CH:41]=[CH:40][C:32]([C:33]([O:35][C:36]([CH3:39])([CH3:38])[CH3:37])=[O:34])=[CH:31][CH:30]=1. (9) The reactants are: COC(=O)C(NC1C=C(Cl)C=C(Cl)C=1OCC1C=CC=CC=1)=CC([O-])=O.C[O:28][C:29]([C:31]1[CH:40]=[C:39]([OH:41])[C:38]2[C:33](=[C:34]([O:46]CC3C=CC=CC=3)[CH:35]=[CH:36][C:37]=2[C:42]([F:45])([F:44])[F:43])[N:32]=1)=[O:30]. Given the product [OH:41][C:39]1[C:38]2[C:33](=[C:34]([OH:46])[CH:35]=[CH:36][C:37]=2[C:42]([F:45])([F:43])[F:44])[N:32]=[C:31]([C:29]([OH:30])=[O:28])[CH:40]=1, predict the reactants needed to synthesize it.